Dataset: Full USPTO retrosynthesis dataset with 1.9M reactions from patents (1976-2016). Task: Predict the reactants needed to synthesize the given product. (1) Given the product [F:8][C:6]1[CH:5]=[CH:4][C:3]([C:9]2[N:14]=[CH:13][N:12]=[C:11]([NH:15][C:16]3[CH:21]=[CH:20][CH:19]=[C:18]([CH2:22][S:23]([CH3:26])(=[O:25])=[O:24])[CH:17]=3)[N:10]=2)=[C:2]([O:31][CH2:30][C:29]2[CH:32]=[CH:33][C:34]([F:37])=[C:35]([F:36])[C:28]=2[F:27])[CH:7]=1, predict the reactants needed to synthesize it. The reactants are: F[C:2]1[CH:7]=[C:6]([F:8])[CH:5]=[CH:4][C:3]=1[C:9]1[N:14]=[CH:13][N:12]=[C:11]([NH:15][C:16]2[CH:21]=[CH:20][CH:19]=[C:18]([CH2:22][S:23]([CH3:26])(=[O:25])=[O:24])[CH:17]=2)[N:10]=1.[F:27][C:28]1[C:35]([F:36])=[C:34]([F:37])[CH:33]=[CH:32][C:29]=1[CH2:30][OH:31]. (2) Given the product [NH2:9][C:7]1[S:8][C:4]([C:1](=[O:3])[CH3:2])=[C:5]([C:17]2[CH:18]=[N:19][N:20]([CH2:22][C:23]3[CH:24]=[CH:25][C:26]([O:29][CH3:30])=[CH:27][CH:28]=3)[CH:21]=2)[N:6]=1, predict the reactants needed to synthesize it. The reactants are: [C:1]([C:4]1[S:8][C:7]([NH:9]C(=O)OC(C)(C)C)=[N:6][C:5]=1[C:17]1[CH:18]=[N:19][N:20]([CH2:22][C:23]2[CH:28]=[CH:27][C:26]([O:29][CH3:30])=[CH:25][CH:24]=2)[CH:21]=1)(=[O:3])[CH3:2].Cl.